Dataset: Reaction yield outcomes from USPTO patents with 853,638 reactions. Task: Predict the reaction yield, written as a fraction of the theoretical maximum amount of product (1.0 means a 100% yield; for example, 0.34 means a 34% yield). (1) The reactants are [F:1][C:2]1[CH:3]=[CH:4][C:5]([O:12][C:13]2[CH:18]=[CH:17][CH:16]=[CH:15][C:14]=2[N+:19]([O-])=O)=[C:6]([CH:11]=1)[C:7]([O:9][CH3:10])=[O:8]. The catalyst is C(O)C.C(O)(=O)C.C1COCC1.[Pd]. The product is [NH2:19][C:14]1[CH:15]=[CH:16][CH:17]=[CH:18][C:13]=1[O:12][C:5]1[CH:4]=[CH:3][C:2]([F:1])=[CH:11][C:6]=1[C:7]([O:9][CH3:10])=[O:8]. The yield is 0.950. (2) The reactants are Br[C:2]1[C:3]([CH3:16])=[N:4][N:5]([C:7]2[CH:12]=[CH:11][N:10]=[C:9]3[NH:13][CH:14]=[CH:15][C:8]=23)[CH:6]=1.[C:17]([C:19]1[CH:20]=[C:21](B(O)O)[CH:22]=[CH:23][CH:24]=1)#[N:18].C(=O)([O-])[O-].[Na+].[Na+].COCCOC.O. The catalyst is C1C=CC([P]([Pd]([P](C2C=CC=CC=2)(C2C=CC=CC=2)C2C=CC=CC=2)([P](C2C=CC=CC=2)(C2C=CC=CC=2)C2C=CC=CC=2)[P](C2C=CC=CC=2)(C2C=CC=CC=2)C2C=CC=CC=2)(C2C=CC=CC=2)C2C=CC=CC=2)=CC=1. The product is [CH3:16][C:3]1[C:2]([C:23]2[CH:24]=[C:19]([CH:20]=[CH:21][CH:22]=2)[C:17]#[N:18])=[CH:6][N:5]([C:7]2[CH:12]=[CH:11][N:10]=[C:9]3[NH:13][CH:14]=[CH:15][C:8]=23)[N:4]=1. The yield is 0.440. (3) The reactants are [H-].[Na+].[S:3]1[C:7]2[CH:8]=[C:9]([NH:12][S:13]([CH3:16])(=[O:15])=[O:14])[CH:10]=[CH:11][C:6]=2[N:5]=[CH:4]1.I[CH3:18]. The yield is 0.860. The catalyst is O1CCCC1. The product is [S:3]1[C:7]2[CH:8]=[C:9]([N:12]([CH3:18])[S:13]([CH3:16])(=[O:14])=[O:15])[CH:10]=[CH:11][C:6]=2[N:5]=[CH:4]1. (4) The reactants are Br[C:2]1[C:3](=[O:28])[NH:4][C:5](=[O:27])[N:6]([CH2:8][CH2:9][CH2:10][N:11]2[CH2:16][C@H:15]3[C@:13]([C:17]4[CH:22]=[CH:21][C:20]([C:23]([F:26])([F:25])[F:24])=[CH:19][CH:18]=4)([CH2:14]3)[CH2:12]2)[N:7]=1.[CH3:29][C:30]1[S:31][C:32](B2OC(C)(C)C(C)(C)O2)=[C:33]([CH3:35])[N:34]=1.C(=O)([O-])[O-].[Na+].[Na+].C1(C2C=CC=CC=2)C=CC=CC=1P(C1CCCCC1)C1CCCCC1. The catalyst is C1C=CC([P]([Pd]([P](C2C=CC=CC=2)(C2C=CC=CC=2)C2C=CC=CC=2)([P](C2C=CC=CC=2)(C2C=CC=CC=2)C2C=CC=CC=2)[P](C2C=CC=CC=2)(C2C=CC=CC=2)C2C=CC=CC=2)(C2C=CC=CC=2)C2C=CC=CC=2)=CC=1.O.COCCOC. The product is [CH3:29][C:30]1[S:31][C:32]([C:2]2[C:3](=[O:28])[NH:4][C:5](=[O:27])[N:6]([CH2:8][CH2:9][CH2:10][N:11]3[CH2:16][C@H:15]4[C@:13]([C:17]5[CH:18]=[CH:19][C:20]([C:23]([F:26])([F:24])[F:25])=[CH:21][CH:22]=5)([CH2:14]4)[CH2:12]3)[N:7]=2)=[C:33]([CH3:35])[N:34]=1. The yield is 0.243. (5) The reactants are [C:1]1([C:7]2[C:11]([CH3:12])=[N:10][N:9]([C:13]3[CH:18]=[CH:17][CH:16]=[CH:15][CH:14]=3)[C:8]=2[NH2:19])[CH2:6][CH2:5][CH2:4][CH2:3][CH:2]=1.C(N=[C:23]=[O:24])C. The catalyst is N1C=CC=CC=1. The product is [CH3:12][C:11]1[C:7]2[C:1]3[CH2:6][CH2:5][CH2:4][CH2:3][C:2]=3[C:23](=[O:24])[NH:19][C:8]=2[N:9]([C:13]2[CH:18]=[CH:17][CH:16]=[CH:15][CH:14]=2)[N:10]=1. The yield is 0.350.